This data is from Catalyst prediction with 721,799 reactions and 888 catalyst types from USPTO. The task is: Predict which catalyst facilitates the given reaction. (1) Reactant: Br[C:2]1[N:6]=[CH:5][N:4]([C:7]2[CH:12]=[CH:11][C:10]([NH:13][C:14]3[N:19]=[C:18]([C:20]4[CH:25]=[CH:24][CH:23]=[C:22]([N:26]5[CH2:31][CH2:30][O:29][CH2:28][CH2:27]5)[CH:21]=4)[CH:17]=[CH:16][N:15]=3)=[CH:9][CH:8]=2)[N:3]=1.[CH2:32]([Sn](CCCC)(CCCC)C=C)[CH2:33]CC.C1(C)C=CC=CC=1. Product: [O:29]1[CH2:30][CH2:31][N:26]([C:22]2[CH:21]=[C:20]([C:18]3[CH:17]=[CH:16][N:15]=[C:14]([NH:13][C:10]4[CH:11]=[CH:12][C:7]([N:4]5[CH:5]=[N:6][C:2]([CH:32]=[CH2:33])=[N:3]5)=[CH:8][CH:9]=4)[N:19]=3)[CH:25]=[CH:24][CH:23]=2)[CH2:27][CH2:28]1. The catalyst class is: 455. (2) Reactant: [NH:1]1[C:9]2[C:4](=[CH:5][CH:6]=[CH:7][CH:8]=2)[C:3]([CH:10]=[O:11])=[CH:2]1.[Cl:12][C:13]1[C:18]([Cl:19])=[CH:17][CH:16]=[CH:15][C:14]=1[S:20](Cl)(=[O:22])=[O:21].C(N(C(C)C)CC)(C)C.C(=O)([O-])O.[Na+]. Product: [Cl:12][C:13]1[C:18]([Cl:19])=[CH:17][CH:16]=[CH:15][C:14]=1[S:20]([N:1]1[C:9]2[C:4](=[CH:5][CH:6]=[CH:7][CH:8]=2)[C:3]([CH:10]=[O:11])=[CH:2]1)(=[O:22])=[O:21]. The catalyst class is: 2. (3) Reactant: [N+:1]([C:4]1[CH:5]=[C:6]2[C:11](=[O:12])[N:10]([C@@H:13]([CH2:19][CH2:20][C:21]([O:23][CH2:24][CH3:25])=[O:22])[C:14]([O:16][CH2:17][CH3:18])=[O:15])[C:8](=[O:9])[C:7]2=[CH:26][CH:27]=1)([O-])=O. Product: [NH2:1][C:4]1[CH:5]=[C:6]2[C:11](=[O:12])[N:10]([C@@H:13]([CH2:19][CH2:20][C:21]([O:23][CH2:24][CH3:25])=[O:22])[C:14]([O:16][CH2:17][CH3:18])=[O:15])[C:8](=[O:9])[C:7]2=[CH:26][CH:27]=1. The catalyst class is: 63. (4) Reactant: [Br:1][C:2]1[CH:3]=[C:4]([NH:13][CH:14]2[CH2:19][CH2:18][O:17][CH2:16][CH2:15]2)[C:5]([CH3:12])=[C:6]([CH:11]=1)[C:7]([O:9][CH3:10])=[O:8].[CH:20](=O)[CH3:21].C(O)(=O)C.C(O[BH-](OC(=O)C)OC(=O)C)(=O)C.[Na+]. Product: [Br:1][C:2]1[CH:3]=[C:4]([N:13]([CH2:20][CH3:21])[CH:14]2[CH2:19][CH2:18][O:17][CH2:16][CH2:15]2)[C:5]([CH3:12])=[C:6]([CH:11]=1)[C:7]([O:9][CH3:10])=[O:8]. The catalyst class is: 26. (5) Reactant: [Cl:1][C:2]1[CH:25]=[CH:24][C:5]([CH2:6][N:7]2[CH:11]=[N:10][N:9]=[C:8]2[C@H:12]2[CH2:16][CH2:15][CH2:14][N:13]2[C:17]([O:19][C:20]([CH3:23])([CH3:22])[CH3:21])=[O:18])=[CH:4][CH:3]=1.[CH2:26]=[O:27]. Product: [Cl:1][C:2]1[CH:25]=[CH:24][C:5]([CH2:6][N:7]2[C:11]([CH2:26][OH:27])=[N:10][N:9]=[C:8]2[C@H:12]2[CH2:16][CH2:15][CH2:14][N:13]2[C:17]([O:19][C:20]([CH3:21])([CH3:22])[CH3:23])=[O:18])=[CH:4][CH:3]=1. The catalyst class is: 673.